From a dataset of Reaction yield outcomes from USPTO patents with 853,638 reactions. Predict the reaction yield, written as a fraction of the theoretical maximum amount of product (1.0 means a 100% yield; for example, 0.34 means a 34% yield). (1) The reactants are Br[C:2]1[CH:10]=[C:9]2[C:5]([CH2:6][CH2:7][C@H:8]2[N:11]([CH2:19][CH3:20])[C:12](=[O:18])[O:13][C:14]([CH3:17])([CH3:16])[CH3:15])=[CH:4][CH:3]=1.C1(P(C2C=CC=CC=2)CCCP(C2C=CC=CC=2)C2C=CC=CC=2)C=CC=CC=1. The catalyst is CO.CS(C)=O.CC([O-])=O.CC([O-])=O.[Pd+2]. The product is [C:14]([O:13][C:12]([N:11]([CH2:19][CH3:20])[C@H:8]1[C:9]2[C:5](=[CH:4][CH:3]=[C:2]([C:12]([O:13][CH3:14])=[O:18])[CH:10]=2)[CH2:6][CH2:7]1)=[O:18])([CH3:17])([CH3:16])[CH3:15]. The yield is 0.770. (2) The reactants are [CH2:1]1[CH2:11]CN2[C:4](=[N:5][CH2:6][CH2:7][CH2:8]2)[CH2:3][CH2:2]1.[CH3:12][N:13]([CH:15]=[O:16])[CH3:14]. The catalyst is CC(=O)OCC.O. The product is [CH2:11]=[C:1]1[C:2]2=[CH:3][CH:4]=[N:5][C:6]3[CH:7]=[CH:8][C:15](=[O:16])[N:13]([C:14]=32)[CH2:12]1. The yield is 0.720. (3) The reactants are [C:1]([C:3]1[CH:4]=[N:5][CH:6]=[C:7]([CH:20]=1)[C:8]([N:10]=[S@@:11]([CH3:19])(=[O:18])[C:12]1[CH:17]=[CH:16][CH:15]=[CH:14][CH:13]=1)=[O:9])#[CH:2].I[C:22]1[CH:27]=[CH:26][C:25]([OH:28])=[CH:24][CH:23]=1.C(N(CC)CC)C. The catalyst is Cl[Pd](Cl)([P](C1C=CC=CC=1)(C1C=CC=CC=1)C1C=CC=CC=1)[P](C1C=CC=CC=1)(C1C=CC=CC=1)C1C=CC=CC=1.[Cu]I.CN(C=O)C. The product is [OH:28][C:25]1[CH:26]=[CH:27][C:22]([C:2]#[C:1][C:3]2[CH:4]=[N:5][CH:6]=[C:7]([CH:20]=2)[C:8]([N:10]=[S@@:11]([CH3:19])(=[O:18])[C:12]2[CH:13]=[CH:14][CH:15]=[CH:16][CH:17]=2)=[O:9])=[CH:23][CH:24]=1. The yield is 0.450. (4) The reactants are [N:1]1([CH2:6][C:7]2[CH:12]=[CH:11][CH:10]=[C:9]([NH:13]C(OC(C)(C)C)=O)[CH:8]=2)[CH:5]=[CH:4][N:3]=[CH:2]1.OS(O)(=O)=O.[CH3:26]O. The catalyst is O1CCOCC1. The product is [NH2:13][C:9]1[CH:8]=[C:7]([CH2:6][N:1]2[C:5]([CH3:26])=[CH:4][N:3]=[CH:2]2)[CH:12]=[CH:11][CH:10]=1. The yield is 0.970. (5) The reactants are [Br:1][C:2]1[CH:7]=[CH:6][C:5]([CH2:8][OH:9])=[C:4]([F:10])[CH:3]=1.[H-].[Na+].Br[CH2:14][CH2:15][O:16][CH2:17][C:18]1[CH:23]=[CH:22][CH:21]=[CH:20][CH:19]=1. The catalyst is CN(C=O)C. The yield is 0.510. The product is [CH2:17]([O:16][CH2:15][CH2:14][O:9][CH2:8][C:5]1[CH:6]=[CH:7][C:2]([Br:1])=[CH:3][C:4]=1[F:10])[C:18]1[CH:23]=[CH:22][CH:21]=[CH:20][CH:19]=1. (6) The product is [CH2:38]([NH:42][C:30]([NH:20][C:19]1[CH:21]=[CH:22][C:16]([O:15][C:6]2[C:5]3[C:10](=[CH:11][C:12]([O:13][CH3:14])=[C:3]([O:2][CH3:1])[CH:4]=3)[N:9]=[CH:8][N:7]=2)=[CH:17][C:18]=1[N+:23]([O-:25])=[O:24])=[O:36])[CH2:39][CH2:40][CH3:41]. The catalyst is C(Cl)(Cl)Cl.C(N(CC)CC)C. The yield is 0.230. The reactants are [CH3:1][O:2][C:3]1[CH:4]=[C:5]2[C:10](=[CH:11][C:12]=1[O:13][CH3:14])[N:9]=[CH:8][N:7]=[C:6]2[O:15][C:16]1[CH:22]=[CH:21][C:19]([NH2:20])=[C:18]([N+:23]([O-:25])=[O:24])[CH:17]=1.ClC(Cl)(O[C:30](=[O:36])OC(Cl)(Cl)Cl)Cl.[CH2:38]([NH2:42])[CH2:39][CH2:40][CH3:41].CO. (7) The reactants are [H-].[Na+].[F:3][C:4]1[CH:27]=[CH:26][CH:25]=[C:24]([F:28])[C:5]=1[C:6]([NH:8][C:9]([NH:11][C:12]1[CH:17]=[CH:16][C:15]([S:18][C:19]([F:22])([F:21])[F:20])=[CH:14][C:13]=1[F:23])=[O:10])=[O:7].Cl[CH2:30][N:31]([CH2:36]Cl)[S:32]([CH3:35])(=[O:34])=[O:33].[Cl-].[NH4+]. The catalyst is CN(C=O)C.O. The product is [F:3][C:4]1[CH:27]=[CH:26][CH:25]=[C:24]([F:28])[C:5]=1[C:6]([N:8]1[CH2:36][N:31]([S:32]([CH3:35])(=[O:34])=[O:33])[CH2:30][N:11]([C:12]2[CH:17]=[CH:16][C:15]([S:18][C:19]([F:21])([F:20])[F:22])=[CH:14][C:13]=2[F:23])[C:9]1=[O:10])=[O:7]. The yield is 0.140. (8) The reactants are [CH3:1][N:2]1[CH2:7][CH2:6][NH:5][CH2:4][CH2:3]1.[Cl:8][C:9]1[CH:10]=[C:11]([CH:34]=[CH:35][C:36]=1[O:37][CH2:38][C:39]1[CH:44]=[CH:43][CH:42]=[C:41]([F:45])[CH:40]=1)[NH:12][C:13]1[C:22]2[C:17](=[CH:18][C:19]([O:29][CH2:30][CH2:31][CH2:32]Cl)=[CH:20][C:21]=2[O:23][CH:24]2[CH2:28][CH2:27][O:26][CH2:25]2)[N:16]=[CH:15][N:14]=1. No catalyst specified. The product is [Cl:8][C:9]1[CH:10]=[C:11]([CH:34]=[CH:35][C:36]=1[O:37][CH2:38][C:39]1[CH:44]=[CH:43][CH:42]=[C:41]([F:45])[CH:40]=1)[NH:12][C:13]1[C:22]2[C:17](=[CH:18][C:19]([O:29][CH2:30][CH2:31][CH2:32][N:5]3[CH2:6][CH2:7][N:2]([CH3:1])[CH2:3][CH2:4]3)=[CH:20][C:21]=2[O:23][CH:24]2[CH2:28][CH2:27][O:26][CH2:25]2)[N:16]=[CH:15][N:14]=1. The yield is 0.430.